Dataset: Retrosynthesis with 50K atom-mapped reactions and 10 reaction types from USPTO. Task: Predict the reactants needed to synthesize the given product. (1) Given the product CC(C)(C)OC(=O)N[C@H](CC1CCCCC1)C(O)C(=O)NNC(=O)OCc1ccccc1, predict the reactants needed to synthesize it. The reactants are: CC(C)(C)OC(=O)N[C@H](CC1CCCCC1)C(O)C(=O)O.NNC(=O)OCc1ccccc1. (2) Given the product CC(C)(N)COc1ccc(C#N)cc1, predict the reactants needed to synthesize it. The reactants are: CC(C)(N)CO.N#Cc1ccc(Cl)cc1. (3) The reactants are: COc1cc(C(F)(F)F)nnc1NC1CCNCC1.FC(F)(F)c1cccc(CBr)c1. Given the product COc1cc(C(F)(F)F)nnc1NC1CCN(Cc2cccc(C(F)(F)F)c2)CC1, predict the reactants needed to synthesize it.